Dataset: Forward reaction prediction with 1.9M reactions from USPTO patents (1976-2016). Task: Predict the product of the given reaction. (1) Given the reactants [Cl:1][C:2]1[C:3]([OH:9])=[N:4][CH:5]=[C:6]([I:8])[CH:7]=1.[CH2:10](Cl)Cl.CO, predict the reaction product. The product is: [Cl:1][C:2]1[C:3](=[O:9])[N:4]([CH3:10])[CH:5]=[C:6]([I:8])[CH:7]=1. (2) Given the reactants [C:1](OC)(=[O:8])[C:2]1[CH:7]=[CH:6][CH:5]=[CH:4][CH:3]=1.[NH2:11][CH2:12][CH2:13][CH2:14][CH2:15][CH:16]([OH:18])[CH3:17], predict the reaction product. The product is: [C:1]([O:18][CH:16]([CH2:15][CH2:14][CH2:13][CH2:12][NH2:11])[CH3:17])(=[O:8])[C:2]1[CH:7]=[CH:6][CH:5]=[CH:4][CH:3]=1. (3) The product is: [C:23]([C:25]1[C:3](=[O:2])[NH:4][C:11]([CH2:10][F:9])=[C:12]([C:13]([O:15][CH2:16][CH3:17])=[O:14])[CH:26]=1)#[N:24]. Given the reactants C[O:2][CH:3](OC)[N:4](C)C.[F:9][CH2:10][C:11](=O)[CH2:12][C:13]([O:15][CH2:16][CH3:17])=[O:14].[O-]CC.[Na+].[C:23]([CH2:25][C:26](N)=O)#[N:24], predict the reaction product. (4) Given the reactants [NH2:1][C:2]1[C:7]([C:8]2[CH:17]=[CH:16][C:11]([C:12]([O:14][CH3:15])=[O:13])=[C:10]([F:18])[CH:9]=2)=[CH:6][C:5](B2OC(C)(C)C(C)(C)O2)=[CH:4][N:3]=1.F[CH:29](F)[N:30]1[CH:34]=[C:33](I)[C:32](C)=[N:31]1.C([O-])([O-])=O.[Na+].[Na+].[O-]S([O-])(=O)=O.[Na+].[Na+], predict the reaction product. The product is: [NH2:1][C:2]1[C:7]([C:8]2[CH:17]=[CH:16][C:11]([C:12]([O:14][CH3:15])=[O:13])=[C:10]([F:18])[CH:9]=2)=[CH:6][C:5]([C:33]2[CH:32]=[N:31][N:30]([CH3:29])[CH:34]=2)=[CH:4][N:3]=1.